Dataset: Peptide-MHC class I binding affinity with 185,985 pairs from IEDB/IMGT. Task: Regression. Given a peptide amino acid sequence and an MHC pseudo amino acid sequence, predict their binding affinity value. This is MHC class I binding data. (1) The peptide sequence is RQRHYFDSA. The MHC is HLA-B15:17 with pseudo-sequence HLA-B15:17. The binding affinity (normalized) is 0.0847. (2) The peptide sequence is DRTDLEHDRVV. The MHC is Mamu-B03 with pseudo-sequence Mamu-B03. The binding affinity (normalized) is 0.100. (3) The peptide sequence is YTGNYQCGHY. The MHC is Patr-B0101 with pseudo-sequence Patr-B0101. The binding affinity (normalized) is 0. (4) The peptide sequence is LLGLILFVLA. The MHC is HLA-A02:06 with pseudo-sequence HLA-A02:06. The binding affinity (normalized) is 0.102. (5) The peptide sequence is RESIVCYFM. The MHC is HLA-B18:01 with pseudo-sequence HLA-B18:01. The binding affinity (normalized) is 0.510. (6) The peptide sequence is LVTGAGSGF. The MHC is HLA-A69:01 with pseudo-sequence HLA-A69:01. The binding affinity (normalized) is 0.0847.